From a dataset of Forward reaction prediction with 1.9M reactions from USPTO patents (1976-2016). Predict the product of the given reaction. (1) Given the reactants [CH3:1][C:2]1([CH3:13])[C:11]2[C:6](=[CH:7][C:8]([OH:12])=[CH:9][CH:10]=2)OC[CH2:3]1.[C:14](=[O:17])([O-])[O-:15].[K+].[K+].Br[CH2:21]C(OCC)=O, predict the reaction product. The product is: [CH3:21][O:12][C:8]1[CH:7]=[C:6]2[C:11]([C:2]([CH3:13])([CH3:3])[CH2:1][C:14](=[O:17])[O:15]2)=[CH:10][CH:9]=1. (2) Given the reactants BrCCBr.C[Si](Cl)(C)C.I[CH2:11][C:12]1[CH:17]=[CH:16][CH:15]=[CH:14][CH:13]=1.CC1C=CC=CC=1P(C1C=CC=CC=1C)C1C=CC=CC=1C.[CH2:40]([O:47][C:48]1[CH:53]=[C:52](I)[CH:51]=[CH:50][C:49]=1[N:55]1[S:59](=[O:61])(=[O:60])[N:58]([CH2:62][CH2:63][Si:64]([CH3:67])([CH3:66])[CH3:65])[C:57](=[O:68])[CH2:56]1)[C:41]1[CH:46]=[CH:45][CH:44]=[CH:43][CH:42]=1, predict the reaction product. The product is: [CH2:11]([C:52]1[CH:51]=[CH:50][C:49]([N:55]2[S:59](=[O:60])(=[O:61])[N:58]([CH2:62][CH2:63][Si:64]([CH3:66])([CH3:67])[CH3:65])[C:57](=[O:68])[CH2:56]2)=[C:48]([O:47][CH2:40][C:41]2[CH:46]=[CH:45][CH:44]=[CH:43][CH:42]=2)[CH:53]=1)[C:12]1[CH:17]=[CH:16][CH:15]=[CH:14][CH:13]=1. (3) Given the reactants [CH2:1]([NH:8][C:9]1[N:14]2[N:15]=[CH:16][C:17]([Br:18])=[C:13]2[N:12]=[CH:11][C:10]=1[C:19]([OH:21])=O)[C:2]1[CH:7]=[CH:6][CH:5]=[CH:4][CH:3]=1.Cl.[F:23][C:24]1[CH:29]=[CH:28][CH:27]=[CH:26][C:25]=1[CH:30]1[CH2:35][CH2:34][NH:33][CH2:32][CH2:31]1, predict the reaction product. The product is: [CH2:1]([NH:8][C:9]1[N:14]2[N:15]=[CH:16][C:17]([Br:18])=[C:13]2[N:12]=[CH:11][C:10]=1[C:19]([N:33]1[CH2:34][CH2:35][CH:30]([C:25]2[CH:26]=[CH:27][CH:28]=[CH:29][C:24]=2[F:23])[CH2:31][CH2:32]1)=[O:21])[C:2]1[CH:3]=[CH:4][CH:5]=[CH:6][CH:7]=1. (4) The product is: [Cl:24][C:5]1[C:6]([NH:8][CH:9]2[CH2:23][CH:12]3[CH2:13][N:14]([C:16]([O:18][C:19]([CH3:22])([CH3:21])[CH3:20])=[O:17])[CH2:15][CH:11]3[CH2:10]2)=[N:7][C:2]([NH:25][C:26]2[CH:27]=[N:28][N:29]([CH2:31][CH2:32][OH:33])[CH:30]=2)=[N:3][CH:4]=1. Given the reactants Cl[C:2]1[N:7]=[C:6]([NH:8][CH:9]2[CH2:23][CH:12]3[CH2:13][N:14]([C:16]([O:18][C:19]([CH3:22])([CH3:21])[CH3:20])=[O:17])[CH2:15][CH:11]3[CH2:10]2)[C:5]([Cl:24])=[CH:4][N:3]=1.[NH2:25][C:26]1[CH:27]=[N:28][N:29]([CH2:31][CH2:32][OH:33])[CH:30]=1.Cl, predict the reaction product. (5) Given the reactants [CH3:1][O:2][C:3](=[O:21])[CH2:4][C:5]1[CH:10]=[C:9]([CH:11]=[O:12])[C:8]([O:13][CH2:14][O:15][CH2:16][CH2:17][O:18][CH3:19])=[C:7](Br)[CH:6]=1.[CH3:22][O:23][CH2:24][CH2:25][O:26][CH2:27][O:28][C:29]1[CH:36]=[CH:35][C:32]([C:33]#[N:34])=[CH:31][C:30]=1B1OC(C)(C)C(C)(C)O1, predict the reaction product. The product is: [CH3:1][O:2][C:3](=[O:21])[CH2:4][C:5]1[CH:6]=[C:7]([C:30]2[CH:31]=[C:32]([C:33]#[N:34])[CH:35]=[CH:36][C:29]=2[O:28][CH2:27][O:26][CH2:25][CH2:24][O:23][CH3:22])[C:8]([O:13][CH2:14][O:15][CH2:16][CH2:17][O:18][CH3:19])=[C:9]([CH:11]=[O:12])[CH:10]=1. (6) Given the reactants Cl.Cl.Cl.[NH:4]1[C:12]2[C:7](=[CH:8][CH:9]=[C:10]([NH:13][C:14]([C:16]3[C:35]([N:36]4[CH2:41][CH2:40][NH:39][CH2:38][CH2:37]4)=[CH:34][C:19]4[NH:20][C:21]([NH:23][C:24]5[CH:29]=[CH:28][CH:27]=[CH:26][C:25]=5[C:30]([F:33])([F:32])[F:31])=[N:22][C:18]=4[CH:17]=3)=[O:15])[CH:11]=2)[CH:6]=[N:5]1.[C:42]([OH:46])(=[O:45])[CH:43]=O.C([BH3-])#N.[Na+], predict the reaction product. The product is: [NH:4]1[C:12]2[C:7](=[CH:8][CH:9]=[C:10]([NH:13][C:14]([C:16]3[C:35]([N:36]4[CH2:37][CH2:38][N:39]([CH2:43][C:42]([OH:46])=[O:45])[CH2:40][CH2:41]4)=[CH:34][C:19]4[NH:20][C:21]([NH:23][C:24]5[CH:29]=[CH:28][CH:27]=[CH:26][C:25]=5[C:30]([F:31])([F:32])[F:33])=[N:22][C:18]=4[CH:17]=3)=[O:15])[CH:11]=2)[CH:6]=[N:5]1. (7) Given the reactants C[N:2]([CH3:21])[CH:3]=[C:4]([C:10](=O)[C:11]1[CH:16]=[CH:15][C:14]([N+:17]([O-:19])=[O:18])=[CH:13][CH:12]=1)[C:5]([O:7][CH2:8][CH3:9])=[O:6].NC(C(N)=O)[C:24]([NH2:26])=[O:25], predict the reaction product. The product is: [NH2:26][C:24]([C:21]1[NH:2][CH:3]=[C:4]([C:5]([O:7][CH2:8][CH3:9])=[O:6])[C:10]=1[C:11]1[CH:12]=[CH:13][C:14]([N+:17]([O-:19])=[O:18])=[CH:15][CH:16]=1)=[O:25]. (8) Given the reactants [Br:1][C:2]1[CH:3]=[CH:4][C:5](I)=[C:6]([CH:21]=1)[C:7]([NH:9][CH2:10][C:11]1[CH:16]=[CH:15][C:14]([O:17][CH3:18])=[C:13]([O:19][CH3:20])[CH:12]=1)=[O:8].[N:23]1[CH:28]=[CH:27][CH:26]=[C:25](B2OC(C)(C)C(C)(C)O2)[CH:24]=1.C(=O)([O-])[O-].[Cs+].[Cs+].O, predict the reaction product. The product is: [Br:1][C:2]1[CH:3]=[CH:4][C:5]([C:25]2[CH:24]=[N:23][CH:28]=[CH:27][CH:26]=2)=[C:6]([CH:21]=1)[C:7]([NH:9][CH2:10][C:11]1[CH:16]=[CH:15][C:14]([O:17][CH3:18])=[C:13]([O:19][CH3:20])[CH:12]=1)=[O:8]. (9) Given the reactants [CH2:1]([O:8][CH2:9][CH:10]1[CH2:13][C:12](=[O:14])[C:11]1(Cl)Cl)[C:2]1[CH:7]=[CH:6][CH:5]=[CH:4][CH:3]=1.C(OCC)C, predict the reaction product. The product is: [CH2:1]([O:8][CH2:9][CH:10]1[CH2:13][C:12](=[O:14])[CH2:11]1)[C:2]1[CH:7]=[CH:6][CH:5]=[CH:4][CH:3]=1. (10) Given the reactants [Br:1][C:2]1[CH:3]=[C:4]([CH:8]=[CH:9][C:10]=1[Cl:11])[C:5]([OH:7])=[O:6].[CH3:12]O.S(=O)(=O)(O)O, predict the reaction product. The product is: [CH3:12][O:6][C:5](=[O:7])[C:4]1[CH:8]=[CH:9][C:10]([Cl:11])=[C:2]([Br:1])[CH:3]=1.